From a dataset of Catalyst prediction with 721,799 reactions and 888 catalyst types from USPTO. Predict which catalyst facilitates the given reaction. (1) Reactant: [N+:1]([C:4]1[CH:8]=[CH:7][NH:6][N:5]=1)([O-:3])=[O:2].C(=O)([O-])[O-].[K+].[K+].[CH3:15][C:16]1([CH3:19])[CH2:18][O:17]1. Product: [CH3:15][C:16]([OH:17])([CH3:19])[CH2:18][N:6]1[CH:7]=[CH:8][C:4]([N+:1]([O-:3])=[O:2])=[N:5]1. The catalyst class is: 35. (2) Reactant: [CH3:1][C:2]1[CH:8]=[CH:7][CH:6]=[C:4]([OH:5])[C:3]=1[OH:9].[C:10](O)([CH3:13])([CH3:12])[CH3:11].S(=O)(=O)(O)O. Product: [C:10]([C:7]1[CH:6]=[C:4]([OH:5])[C:3]([OH:9])=[C:2]([CH3:1])[CH:8]=1)([CH3:13])([CH3:12])[CH3:11]. The catalyst class is: 194.